Dataset: Catalyst prediction with 721,799 reactions and 888 catalyst types from USPTO. Task: Predict which catalyst facilitates the given reaction. (1) The catalyst class is: 10. Product: [Br:24][C:25]1[CH:30]=[CH:29][C:28]([N:31]2[C:18]3[C:17](=[CH:16][C:15]([C:9]4[CH:8]=[C:7]([CH:12]=[C:11]([F:13])[C:10]=4[CH3:14])[C:5]([NH:4][CH:1]4[CH2:2][CH2:3]4)=[O:6])=[CH:20][CH:19]=3)[CH:22]=[N:32]2)=[CH:27][CH:26]=1. Reactant: [CH:1]1([NH:4][C:5]([C:7]2[CH:8]=[C:9]([C:15]3[CH:20]=[CH:19][C:18](F)=[C:17]([CH:22]=O)[CH:16]=3)[C:10]([CH3:14])=[C:11]([F:13])[CH:12]=2)=[O:6])[CH2:3][CH2:2]1.[Br:24][C:25]1[CH:30]=[CH:29][C:28]([NH:31][NH2:32])=[CH:27][CH:26]=1. (2) Reactant: CO[CH:3](OC)[N:4]([CH3:6])[CH3:5].[NH:9]1[CH2:20][CH2:19][NH:18][CH2:17][CH2:16][NH:15][CH2:14][CH2:13][NH:12][CH2:11][CH2:10]1.[I:21][C:22]1[C:27]([CH2:28][O:29][CH2:30][CH:31]2C[O:32]2)=[C:26]([I:34])[C:25]([CH2:35][O:36][CH2:37][CH:38]2[CH2:40][O:39]2)=[C:24]([I:41])[C:23]=1[CH2:42][O:43][CH2:44][CH:45]1[CH2:47][O:46]1.Cl. Product: [I:34][C:26]1[C:25]([CH2:35][O:36][CH2:37][CH:38]([OH:39])[CH2:40][N:9]2[CH2:20][CH2:19][NH:18][CH2:17][CH2:16][NH:15][CH2:14][CH2:13][NH:12][CH2:11][CH2:10]2)=[C:24]([I:41])[C:23]([CH2:42][O:43][CH2:44][CH:45]([OH:46])[CH2:47][N:9]2[CH2:20][CH2:19][NH:18][CH2:17][CH2:16][NH:15][CH2:14][CH2:13][NH:12][CH2:11][CH2:10]2)=[C:22]([I:21])[C:27]=1[CH2:28][O:29][CH2:30][CH:31]([OH:32])[CH2:6][N:4]1[CH2:3][CH2:17][NH:18][CH2:19][CH2:20][NH:9][CH2:10][CH2:11][NH:12][CH2:13][CH2:5]1. The catalyst class is: 11. (3) Reactant: [F:1][C:2]1([C:18]2C=[CH:22][C:21](C=O)=[C:20](O)[CH:19]=2)[CH2:7][CH2:6][N:5]([C:8]([O:10][CH2:11][C:12]2[CH:17]=[CH:16][CH:15]=[CH:14][CH:13]=2)=[O:9])[CH2:4][CH2:3]1.[CH3:27][C:28]1[N:29]=[C:30]([CH3:43])[C:31]2[N:32]([CH:34]=[C:35]([CH2:37][C:38]([O:40][CH2:41][CH3:42])=[O:39])[N:36]=2)[CH:33]=1.C(O)(=O)C. Product: [CH3:27][C:28]1[N:29]=[C:30]([CH3:43])[C:31]2[N:32]([CH:34]=[C:35]([C:37]3[C:38](=[O:39])[O:40][C:41]4[C:21]([CH:22]=3)=[CH:20][CH:19]=[C:18]([C:2]3([F:1])[CH2:7][CH2:6][N:5]([C:8]([O:10][CH2:11][C:12]5[CH:13]=[CH:14][CH:15]=[CH:16][CH:17]=5)=[O:9])[CH2:4][CH2:3]3)[CH:42]=4)[N:36]=2)[CH:33]=1. The catalyst class is: 360. (4) Reactant: [N+:1]([C:4]1[CH:5]=[C:6](O)[CH:7]=C[C:9]=1[NH2:10])([O-])=O.[CH3:12][OH:13]. Product: [OH:13][C:12]1[C:9]([NH2:10])=[C:4]([NH2:1])[CH:5]=[CH:6][CH:7]=1. The catalyst class is: 45. (5) Reactant: [O:1]1[C:5]([C:6]2[CH:11]=[CH:10][C:9]([NH:12][C:13]3[N:14]=[C:15]([N:23]([C:27]4[CH:32]=[CH:31][CH:30]=[CH:29][CH:28]=4)[CH2:24][CH2:25][OH:26])[C:16]4[CH2:22][NH:21][CH2:20][CH2:19][C:17]=4[N:18]=3)=[CH:8][CH:7]=2)=[CH:4][N:3]=[CH:2]1.[CH:33]1([C:36](Cl)=[O:37])[CH2:35][CH2:34]1. Product: [CH:33]1([C:36]([N:21]2[CH2:20][CH2:19][C:17]3[N:18]=[C:13]([NH:12][C:9]4[CH:10]=[CH:11][C:6]([C:5]5[O:1][CH:2]=[N:3][CH:4]=5)=[CH:7][CH:8]=4)[N:14]=[C:15]([N:23]([CH2:24][CH2:25][OH:26])[C:27]4[CH:28]=[CH:29][CH:30]=[CH:31][CH:32]=4)[C:16]=3[CH2:22]2)=[O:37])[CH2:35][CH2:34]1. The catalyst class is: 3. (6) Reactant: Cl.[OH:2][C:3]1[C:8]([NH:9]C(=O)C)=[C:7]([OH:13])[N:6]=[C:5]([S:14][CH2:15][CH2:16][CH3:17])[N:4]=1. Product: [NH2:9][C:8]1[C:3]([OH:2])=[N:4][C:5]([S:14][CH2:15][CH2:16][CH3:17])=[N:6][C:7]=1[OH:13]. The catalyst class is: 5. (7) Reactant: [OH-].[Na+].C([O:5][C:6](=O)/[C:7](=[CH:22]/[C:23]1[CH:28]=[CH:27][C:26]([N:29]2[CH:33]=[C:32]([CH3:34])[N:31]=[CH:30]2)=[C:25]([O:35][CH3:36])[CH:24]=1)/[CH2:8][CH2:9][CH2:10][NH:11][CH:12]1[C:21]2[C:16](=[CH:17][CH:18]=[CH:19][CH:20]=2)[O:15][CH2:14][CH2:13]1)C.Cl. Product: [O:15]1[C:16]2[C:21](=[CH:20][CH:19]=[CH:18][CH:17]=2)[CH:12]([N:11]2[CH2:10][CH2:9][CH2:8]/[C:7](=[CH:22]\[C:23]3[CH:28]=[CH:27][C:26]([N:29]4[CH:33]=[C:32]([CH3:34])[N:31]=[CH:30]4)=[C:25]([O:35][CH3:36])[CH:24]=3)/[C:6]2=[O:5])[CH2:13][CH2:14]1. The catalyst class is: 8. (8) Reactant: [C:1]1([CH:7]2[N:21]3[C:22]4[C:14]([C:15]5[C:20]3=[CH:19][CH:18]=[CH:17][C:16]=5[OH:23])=[CH:13][CH:12]=[CH:11][C:10]=4[O:9][CH2:8]2)[CH:6]=[CH:5][CH:4]=[CH:3][CH:2]=1.C(=O)([O-])[O-].[K+].[K+].Br[CH2:31][CH2:32][CH2:33][CH2:34][Cl:35].O. Product: [C:1]1([CH:7]2[N:21]3[C:22]4[C:14]([C:15]5[C:16]([O:23][CH2:31][CH2:32][CH2:33][CH2:34][Cl:35])=[CH:17][CH:18]=[CH:19][C:20]=53)=[CH:13][CH:12]=[CH:11][C:10]=4[O:9][CH2:8]2)[CH:2]=[CH:3][CH:4]=[CH:5][CH:6]=1. The catalyst class is: 3. (9) Reactant: C(OC([NH:11][CH:12]([C:27]1[N:28]([C:38]([O:40][C:41]([CH3:44])([CH3:43])[CH3:42])=[O:39])[CH:29]=[C:30]([CH2:32][C:33]([CH3:37])([CH3:36])[CH2:34][CH3:35])[N:31]=1)[CH2:13][C:14]1[CH:19]=[CH:18][C:17]([C:20]2[CH:25]=[CH:24][C:23]([F:26])=[CH:22][N:21]=2)=[CH:16][CH:15]=1)=O)C1C=CC=CC=1. The catalyst class is: 19. Product: [NH2:11][CH:12]([C:27]1[N:28]([C:38]([O:40][C:41]([CH3:42])([CH3:44])[CH3:43])=[O:39])[CH:29]=[C:30]([CH2:32][C:33]([CH3:36])([CH3:37])[CH2:34][CH3:35])[N:31]=1)[CH2:13][C:14]1[CH:19]=[CH:18][C:17]([C:20]2[CH:25]=[CH:24][C:23]([F:26])=[CH:22][N:21]=2)=[CH:16][CH:15]=1.